This data is from Forward reaction prediction with 1.9M reactions from USPTO patents (1976-2016). The task is: Predict the product of the given reaction. (1) Given the reactants Br[CH2:2][C:3]1[CH:8]=[CH:7][C:6]([CH2:9][CH2:10][N:11]2[CH:16]=[CH:15][C:14]([O:17][CH2:18][C:19]3[O:20][CH:21]=[CH:22][CH:23]=3)=[CH:13][C:12]2=[O:24])=[CH:5][CH:4]=1.[NH:25]1[CH2:29][CH2:28][CH2:27][CH2:26]1.O.C(#N)C, predict the reaction product. The product is: [O:20]1[CH:21]=[CH:22][CH:23]=[C:19]1[CH2:18][O:17][C:14]1[CH:15]=[CH:16][N:11]([CH2:10][CH2:9][C:6]2[CH:7]=[CH:8][C:3]([CH2:2][N:25]3[CH2:29][CH2:28][CH2:27][CH2:26]3)=[CH:4][CH:5]=2)[C:12](=[O:24])[CH:13]=1. (2) Given the reactants [CH2:1]1[C:9]2[C:4](=[CH:5][C:6]([NH:10][NH2:11])=[CH:7][CH:8]=2)[CH2:3][CH2:2]1.[C:12](OCC)(=[O:17])[CH2:13][C:14]([CH3:16])=O, predict the reaction product. The product is: [CH2:1]1[C:9]2[C:4](=[CH:5][C:6]([N:10]3[C:12](=[O:17])[CH2:13][C:14]([CH3:16])=[N:11]3)=[CH:7][CH:8]=2)[CH2:3][CH2:2]1. (3) Given the reactants [O:1]=[S:2]1(=[O:22])[C@@H:7]([CH2:8][CH2:9][CH2:10]O)[O:6][C:5]2[CH:12]=[CH:13][CH:14]=[CH:15][C:4]=2[N:3]1[C:16]1[CH:21]=[CH:20][CH:19]=[CH:18][CH:17]=1.C1(C)C=CC(S([Cl:32])(=O)=O)=CC=1.[CH3:34][NH2:35].Cl, predict the reaction product. The product is: [ClH:32].[O:1]=[S:2]1(=[O:22])[C@@H:7]([CH2:8][CH2:9][CH2:10][NH:35][CH3:34])[O:6][C:5]2[CH:12]=[CH:13][CH:14]=[CH:15][C:4]=2[N:3]1[C:16]1[CH:21]=[CH:20][CH:19]=[CH:18][CH:17]=1.